Dataset: Catalyst prediction with 721,799 reactions and 888 catalyst types from USPTO. Task: Predict which catalyst facilitates the given reaction. (1) Reactant: Br[C:2]1[CH:3]=[C:4]([C:15]([O:17][CH2:18][CH3:19])=[O:16])[S:5][C:6]=1[C:7]1[CH:12]=[C:11]([F:13])[CH:10]=[C:9]([Cl:14])[CH:8]=1.[C:20]([C:22]1[CH:23]=[C:24](B(O)O)[CH:25]=[CH:26][C:27]=1[F:28])#[N:21].C(=O)([O-])[O-].[Cs+].[Cs+].C1(P(C2CCCCC2)C2C=CC=CC=2C2C(C(C)C)=CC(C(C)C)=CC=2C(C)C)CCCCC1. Product: [Cl:14][C:9]1[CH:8]=[C:7]([C:6]2[S:5][C:4]([C:15]([O:17][CH2:18][CH3:19])=[O:16])=[CH:3][C:2]=2[C:24]2[CH:25]=[CH:26][C:27]([F:28])=[C:22]([C:20]#[N:21])[CH:23]=2)[CH:12]=[C:11]([F:13])[CH:10]=1. The catalyst class is: 848. (2) Reactant: [OH:1][C:2]1[C:11]2[C:6](=[CH:7][C:8]([CH2:12][C:13]3[CH:18]=[CH:17][CH:16]=[CH:15][CH:14]=3)=[CH:9][N:10]=2)[NH:5][C:4](=[O:19])[C:3]=1[C:20](OCC)=[O:21].[CH3:25][O:26][CH2:27][CH2:28][NH2:29]. Product: [OH:1][C:2]1[C:11]2[C:6](=[CH:7][C:8]([CH2:12][C:13]3[CH:18]=[CH:17][CH:16]=[CH:15][CH:14]=3)=[CH:9][N:10]=2)[NH:5][C:4](=[O:19])[C:3]=1[C:20]([NH:29][CH2:28][CH2:27][O:26][CH3:25])=[O:21]. The catalyst class is: 2. (3) Reactant: [C:1]1([CH2:7][SH:8])[CH:6]=[CH:5][CH:4]=[CH:3][CH:2]=1.C(=O)([O-])[O-].[K+].[K+].[Br:15][C:16]1[C:17](Cl)=[N:18][CH:19]=[C:20]([N+:22]([O-:24])=[O:23])[CH:21]=1. Product: [CH2:7]([S:8][C:17]1[C:16]([Br:15])=[CH:21][C:20]([N+:22]([O-:24])=[O:23])=[CH:19][N:18]=1)[C:1]1[CH:6]=[CH:5][CH:4]=[CH:3][CH:2]=1. The catalyst class is: 7.